Dataset: Full USPTO retrosynthesis dataset with 1.9M reactions from patents (1976-2016). Task: Predict the reactants needed to synthesize the given product. Given the product [OH:2][C:3]1[CH:4]=[C:5]2[C:10](=[CH:11][CH:12]=1)[CH:9]=[N:8][CH:7]=[C:6]2[CH2:13][CH2:14][CH2:15][C:16]([F:19])([F:17])[F:18], predict the reactants needed to synthesize it. The reactants are: C[O:2][C:3]1[CH:4]=[C:5]2[C:10](=[CH:11][CH:12]=1)[CH:9]=[N:8][CH:7]=[C:6]2[CH2:13][CH2:14][CH2:15][C:16]([F:19])([F:18])[F:17].B(Br)(Br)Br.BrC1C=C2C(C=CN=C2)=CC=1O.